From a dataset of Full USPTO retrosynthesis dataset with 1.9M reactions from patents (1976-2016). Predict the reactants needed to synthesize the given product. (1) Given the product [CH:1]1([N:4]2[C:9]([CH3:11])([CH3:8])[CH:13]([C:12]([OH:18])=[O:23])[C:14]3[C:15](=[CH:19][CH:20]=[CH:21][CH:22]=3)[C:16]2=[O:17])[CH2:3][CH2:2]1, predict the reactants needed to synthesize it. The reactants are: [CH:1]1([NH2:4])[CH2:3][CH2:2]1.ClCCl.[CH3:8][C:9]([CH3:11])=O.[C:12]1(=[O:23])[O:18][C:16](=[O:17])[C:15]2=[CH:19][CH:20]=[CH:21][CH:22]=[C:14]2[CH2:13]1. (2) Given the product [CH3:1][C:2]1[C:3]([NH2:12])=[C:7]([CH3:11])[CH:8]=[CH:9][N:10]=1, predict the reactants needed to synthesize it. The reactants are: [CH3:1][C:2]1[N:10]=[CH:9][CH:8]=[C:7]([CH3:11])[C:3]=1C(O)=O.[N-:12]=[N+]=[N-].[Na+]. (3) Given the product [CH2:11]([O:18][C:19]([N:21]1[CH2:27][CH2:26][C:25](=[O:28])[N:24]([CH:29]([C:33]([O:35][CH3:36])=[O:34])[CH2:30][CH:31]=[O:32])[CH2:23][CH2:22]1)=[O:20])[C:12]1[CH:13]=[CH:14][CH:15]=[CH:16][CH:17]=1, predict the reactants needed to synthesize it. The reactants are: C(Cl)(=O)C(Cl)=O.CS(C)=O.[CH2:11]([O:18][C:19]([N:21]1[CH2:27][CH2:26][C:25](=[O:28])[N:24]([CH:29]([C:33]([O:35][CH3:36])=[O:34])[CH2:30][CH2:31][OH:32])[CH2:23][CH2:22]1)=[O:20])[C:12]1[CH:17]=[CH:16][CH:15]=[CH:14][CH:13]=1.C(N(CC)CC)C.P([O-])(O)(O)=O.[K+]. (4) Given the product [CH3:2][C:1]1[C:4]2[C:16]([OH:17])=[C:15]([CH2:18][CH3:19])[CH:14]=[CH:13][C:5]=2[O:6][C:7]=1[C:8]([O:10][CH2:11][CH3:12])=[O:9], predict the reactants needed to synthesize it. The reactants are: [C:1]([C:4]1[C:16]([OH:17])=[C:15]([CH2:18][CH3:19])[CH:14]=[CH:13][C:5]=1[O:6][CH2:7][C:8]([O:10][CH2:11][CH3:12])=[O:9])(=O)[CH3:2].[O-]CC.[Na+].Cl. (5) Given the product [NH2:19][C:16]1[CH:17]=[CH:18][C:13]([F:12])=[CH:14][C:15]=1[NH:20][C:7](=[O:9])[C:6]1[CH:10]=[C:2]([Br:1])[CH:3]=[CH:4][C:5]=1[Cl:11], predict the reactants needed to synthesize it. The reactants are: [Br:1][C:2]1[CH:3]=[CH:4][C:5]([Cl:11])=[C:6]([CH:10]=1)[C:7]([OH:9])=O.[F:12][C:13]1[CH:14]=[C:15]([NH2:20])[C:16]([NH2:19])=[CH:17][CH:18]=1.F[P-](F)(F)(F)(F)F.N1(OC(N(C)C)=[N+](C)C)C2N=CC=CC=2N=N1.C(N(CC)CC)C. (6) Given the product [I:22][C:19]1[CH:20]=[CH:21][C:16]([O:15][CH2:14][CH:11]2[CH2:12][O:13][C:2]3=[N:6][C:5]([N+:7]([O-:9])=[O:8])=[CH:4][N:3]3[CH2:10]2)=[CH:17][CH:18]=1, predict the reactants needed to synthesize it. The reactants are: Br[C:2]1[N:3]([CH2:10][CH:11]([CH2:14][O:15][C:16]2[CH:21]=[CH:20][C:19]([I:22])=[CH:18][CH:17]=2)[CH2:12][OH:13])[CH:4]=[C:5]([N+:7]([O-:9])=[O:8])[N:6]=1.[H-].[Na+]. (7) Given the product [ClH:12].[Cl:12][C:11]1[CH:7]=[C:3]([C:4]([NH2:6])=[O:5])[C:1](=[NH:2])[N:16]([CH:17]([C:19]2[CH:26]=[C:25]([F:27])[CH:24]=[C:21]([C:22]#[N:23])[CH:20]=2)[CH3:18])[CH:10]=1, predict the reactants needed to synthesize it. The reactants are: [C:1]([CH:3]([CH:7]1[C:11]([Cl:12])=[C:10](Cl)C(=O)O1)[C:4]([NH2:6])=[O:5])#[N:2].Cl.[NH2:16][CH:17]([C:19]1[CH:20]=[C:21]([CH:24]=[C:25]([F:27])[CH:26]=1)[C:22]#[N:23])[CH3:18].C(N(CC)CC)C.